From a dataset of TCR-epitope binding with 47,182 pairs between 192 epitopes and 23,139 TCRs. Binary Classification. Given a T-cell receptor sequence (or CDR3 region) and an epitope sequence, predict whether binding occurs between them. (1) The epitope is GLIYNRMGAVTTEV. The TCR CDR3 sequence is CASSPIFGLTNEQYF. Result: 0 (the TCR does not bind to the epitope). (2) The epitope is GPGHKARVL. The TCR CDR3 sequence is CASSPNPSGRASGANVLTF. Result: 0 (the TCR does not bind to the epitope). (3) The epitope is TEILPVSMTK. The TCR CDR3 sequence is CASSPPDRGYEQYF. Result: 0 (the TCR does not bind to the epitope). (4) The epitope is KAFSPEVIPMF. The TCR CDR3 sequence is CASSPTQGLAITGELFF. Result: 0 (the TCR does not bind to the epitope). (5) The epitope is GLCTLVAML. The TCR CDR3 sequence is CSVESVAENEQFF. Result: 1 (the TCR binds to the epitope). (6) The epitope is PKYVKQNTLKLAT. The TCR CDR3 sequence is CASSPGLSVGEQFF. Result: 1 (the TCR binds to the epitope). (7) The epitope is KAFSPEVIPMF. The TCR CDR3 sequence is CSARLRDRGYEQYF. Result: 1 (the TCR binds to the epitope).